From a dataset of Forward reaction prediction with 1.9M reactions from USPTO patents (1976-2016). Predict the product of the given reaction. (1) Given the reactants [CH3:1][C:2]([C:4]1[CH:9]=[CH:8][C:7](Cl)=[C:6]([N+:11]([O-:13])=[O:12])[CH:5]=1)=[O:3].[C:14]([NH:21][CH:22]1[CH2:27][CH2:26][NH:25][CH2:24][CH2:23]1)([O:16][C:17]([CH3:20])([CH3:19])[CH3:18])=[O:15], predict the reaction product. The product is: [C:2]([C:4]1[CH:9]=[CH:8][C:7]([N:25]2[CH2:24][CH2:23][CH:22]([NH:21][C:14](=[O:15])[O:16][C:17]([CH3:19])([CH3:18])[CH3:20])[CH2:27][CH2:26]2)=[C:6]([N+:11]([O-:13])=[O:12])[CH:5]=1)(=[O:3])[CH3:1]. (2) Given the reactants [NH2:1][C:2]1[C:3]2[N:4]([C:8]([C@@H:25]3[CH2:28][C@H:27]([O:29][CH2:30][C:31](OC(C)(C)C)=[O:32])[CH2:26]3)=[N:9][C:10]=2[C:11]2[CH:16]=[CH:15][CH:14]=[C:13]([O:17][CH2:18][C:19]3[CH:24]=[CH:23][CH:22]=[CH:21][CH:20]=3)[CH:12]=2)[CH:5]=[CH:6][N:7]=1.[H-].[H-].[H-].[H-].[Li+].[Al+3].CCOC(C)=O, predict the reaction product. The product is: [NH2:1][C:2]1[C:3]2[N:4]([C:8]([C@@H:25]3[CH2:26][C@H:27]([O:29][CH2:30][CH2:31][OH:32])[CH2:28]3)=[N:9][C:10]=2[C:11]2[CH:16]=[CH:15][CH:14]=[C:13]([O:17][CH2:18][C:19]3[CH:24]=[CH:23][CH:22]=[CH:21][CH:20]=3)[CH:12]=2)[CH:5]=[CH:6][N:7]=1. (3) Given the reactants [CH2:1]([O:3][C:4](=[O:23])[C:5]([N:7]([CH2:15][C:16]1[CH:21]=[CH:20][C:19]([NH2:22])=[CH:18][CH:17]=1)[CH2:8][C:9]1[CH:14]=[CH:13][CH:12]=[CH:11][CH:10]=1)=[O:6])[CH3:2].[C:24](O)(=[O:37])[CH2:25][CH2:26][CH2:27][CH2:28][CH2:29][CH2:30][CH2:31][CH2:32][CH2:33][CH2:34][CH2:35][CH3:36], predict the reaction product. The product is: [CH2:1]([O:3][C:4](=[O:23])[C:5]([N:7]([CH2:8][C:9]1[CH:14]=[CH:13][CH:12]=[CH:11][CH:10]=1)[CH2:15][C:16]1[CH:21]=[CH:20][C:19]([NH:22][C:24](=[O:37])[CH2:25][CH2:26][CH2:27][CH2:28][CH2:29][CH2:30][CH2:31][CH2:32][CH2:33][CH2:34][CH2:35][CH3:36])=[CH:18][CH:17]=1)=[O:6])[CH3:2]. (4) Given the reactants [Cl:1][C:2]1[CH:3]=[CH:4][C:5]([O:22][CH:23]([F:25])[F:24])=[C:6]([C:8]2[C:13]([O:14][CH3:15])=[CH:12][N:11]([CH:16]([CH3:20])[C:17](O)=[O:18])[C:10](=[O:21])[CH:9]=2)[CH:7]=1.[NH2:26][C:27]1[CH:39]=[CH:38][C:30]([C:31]([O:33][C:34]([CH3:37])([CH3:36])[CH3:35])=[O:32])=[CH:29][CH:28]=1, predict the reaction product. The product is: [Cl:1][C:2]1[CH:3]=[CH:4][C:5]([O:22][CH:23]([F:24])[F:25])=[C:6]([C:8]2[C:13]([O:14][CH3:15])=[CH:12][N:11]([CH:16]([CH3:20])[C:17]([NH:26][C:27]3[CH:39]=[CH:38][C:30]([C:31]([O:33][C:34]([CH3:35])([CH3:36])[CH3:37])=[O:32])=[CH:29][CH:28]=3)=[O:18])[C:10](=[O:21])[CH:9]=2)[CH:7]=1. (5) Given the reactants [H-].[Na+].[CH2:3]([SH:10])[CH2:4][CH2:5][CH2:6][CH2:7][CH2:8][CH3:9].[Br:11][C:12]1[CH:24]=[CH:23][C:22]2[C:21]3[C:16](=[CH:17][C:18]([Br:25])=[CH:19][CH:20]=3)[C:15](=[C:26](Br)Br)[C:14]=2[CH:13]=1, predict the reaction product. The product is: [Br:25][C:18]1[CH:19]=[CH:20][C:21]2[C:22]3[C:14](=[CH:13][C:12]([Br:11])=[CH:24][CH:23]=3)[C:15](=[C:26]([S:10][CH2:3][CH2:4][CH2:5][CH2:6][CH2:7][CH2:8][CH3:9])[S:10][CH2:3][CH2:4][CH2:5][CH2:6][CH2:7][CH2:8][CH3:9])[C:16]=2[CH:17]=1. (6) Given the reactants [F:1][C:2]([F:7])([F:6])[C:3]([OH:5])=[O:4].[F:8][C:9]([F:14])([F:13])[C:10]([OH:12])=[O:11].FC(F)(F)C(O)=O.[Cl:22][C:23]1[CH:24]=[N:25][C:26]2[NH:27][C:28]3[CH:29]=[N:30][CH:31]=[C:32]([CH:54]=3)[CH2:33][CH2:34][C:35]3[CH:43]=[C:39]([NH:40][C:41]=1[N:42]=2)[CH:38]=[CH:37][C:36]=3[O:44][CH2:45][C:46](=[O:53])[N:47]1[CH2:52][CH2:51][NH:50][CH2:49][CH2:48]1.[F:55][C:56]1[CH:61]=[CH:60][CH:59]=[CH:58][C:57]=1[S:62](Cl)(=[O:64])=[O:63], predict the reaction product. The product is: [F:1][C:2]([F:7])([F:6])[C:3]([OH:5])=[O:4].[F:8][C:9]([F:14])([F:13])[C:10]([OH:12])=[O:11].[Cl:22][C:23]1[CH:24]=[N:25][C:26]2[NH:27][C:28]3[CH:29]=[N:30][CH:31]=[C:32]([CH:54]=3)[CH2:33][CH2:34][C:35]3[CH:43]=[C:39]([NH:40][C:41]=1[N:42]=2)[CH:38]=[CH:37][C:36]=3[O:44][CH2:45][C:46]([N:47]1[CH2:52][CH2:51][N:50]([S:62]([C:57]2[CH:58]=[CH:59][CH:60]=[CH:61][C:56]=2[F:55])(=[O:64])=[O:63])[CH2:49][CH2:48]1)=[O:53]. (7) Given the reactants [C:1]12([C:11](=[O:23])[CH2:12][S:13][C:14]3[N:19]=[CH:18][C:17]([C:20]([OH:22])=O)=[CH:16][CH:15]=3)[CH2:10][CH:5]3[CH2:6][CH:7]([CH2:9][CH:3]([CH2:4]3)[CH2:2]1)[CH2:8]2.[CH2:24]([NH2:26])[CH3:25], predict the reaction product. The product is: [C:1]12([C:11](=[O:23])[CH2:12][S:13][C:14]3[N:19]=[CH:18][C:17]([C:20]([NH:26][CH2:24][CH3:25])=[O:22])=[CH:16][CH:15]=3)[CH2:10][CH:5]3[CH2:6][CH:7]([CH2:9][CH:3]([CH2:4]3)[CH2:2]1)[CH2:8]2.